This data is from Reaction yield outcomes from USPTO patents with 853,638 reactions. The task is: Predict the reaction yield, written as a fraction of the theoretical maximum amount of product (1.0 means a 100% yield; for example, 0.34 means a 34% yield). (1) The yield is 0.500. The catalyst is C(O)C. The reactants are [CH3:1][O:2][C:3]1[CH:8]=[CH:7][C:6]([N:9]2[CH2:14][CH2:13][N:12]([C:15]3[C:16]([CH3:35])=[C:17]([CH3:34])[C:18]4[O:22][C:21]([CH2:24][N:25]5[CH2:30][CH2:29][C:28](=[O:31])[CH2:27][CH2:26]5)([CH3:23])[CH2:20][C:19]=4[C:32]=3[CH3:33])[CH2:11][CH2:10]2)=[CH:5][CH:4]=1.B.[Na]. The product is [CH3:1][O:2][C:3]1[CH:4]=[CH:5][C:6]([N:9]2[CH2:10][CH2:11][N:12]([C:15]3[C:16]([CH3:35])=[C:17]([CH3:34])[C:18]4[O:22][C:21]([CH2:24][N:25]5[CH2:30][CH2:29][CH:28]([OH:31])[CH2:27][CH2:26]5)([CH3:23])[CH2:20][C:19]=4[C:32]=3[CH3:33])[CH2:13][CH2:14]2)=[CH:7][CH:8]=1. (2) The reactants are Cl.[C:2]([N:10]1[CH2:15][CH2:14][N:13]([C:16]2[CH:21]=[CH:20][C:19]([C:22](=[O:36])/[CH:23]=[CH:24]/[C:25]3[CH:30]=[CH:29][C:28](/[CH:31]=[CH:32]/[C:33](O)=[O:34])=[CH:27][CH:26]=3)=[CH:18][CH:17]=2)[CH2:12][CH2:11]1)(=[O:9])[C:3]1[CH:8]=[CH:7][CH:6]=[CH:5][CH:4]=1.C1C=CC2[N:45]([OH:46])N=NC=2C=1.C(Cl)CCl.NOC1CCCCO1. The catalyst is C1COCC1.CN(C=O)C. The product is [C:2]([N:10]1[CH2:15][CH2:14][N:13]([C:16]2[CH:17]=[CH:18][C:19]([C:22](=[O:36])/[CH:23]=[CH:24]/[C:25]3[CH:30]=[CH:29][C:28](/[CH:31]=[CH:32]/[C:33]([NH:45][OH:46])=[O:34])=[CH:27][CH:26]=3)=[CH:20][CH:21]=2)[CH2:12][CH2:11]1)(=[O:9])[C:3]1[CH:4]=[CH:5][CH:6]=[CH:7][CH:8]=1. The yield is 0.560. (3) The reactants are [CH3:1][S:2]([CH2:5][CH2:6][NH:7][CH2:8][C:9]1[O:13][C:12]([C:14]2[CH:15]=[CH:16][C:17]3[N:23]=[CH:22][N:21]=[C:20]([NH:24][C:25]4[CH:26]=[CH:27][C:28]([O:32][CH2:33][C:34]5[CH:35]=[CH:36][CH:37]=[C:38]([F:40])[CH:39]=5)=[C:29]([Cl:31])[CH:30]=4)[C:18]=3[CH:19]=2)=[CH:11][CH:10]=1)(=[O:4])=[O:3].[CH3:41][C:42]1[CH:43]=[CH:44][C:45]([S:48]([OH:51])(=[O:50])=[O:49])=[CH:46][CH:47]=1. The catalyst is C1COCC1. The product is [CH3:41][C:42]1[CH:47]=[CH:46][C:45]([S:48]([OH:51])(=[O:50])=[O:49])=[CH:44][CH:43]=1.[CH3:41][C:42]1[CH:47]=[CH:46][C:45]([S:48]([OH:51])(=[O:50])=[O:49])=[CH:44][CH:43]=1.[CH3:1][S:2]([CH2:5][CH2:6][NH:7][CH2:8][C:9]1[O:13][C:12]([C:14]2[CH:15]=[CH:16][C:17]3[N:23]=[CH:22][N:21]=[C:20]([NH:24][C:25]4[CH:26]=[CH:27][C:28]([O:32][CH2:33][C:34]5[CH:35]=[CH:36][CH:37]=[C:38]([F:40])[CH:39]=5)=[C:29]([Cl:31])[CH:30]=4)[C:18]=3[CH:19]=2)=[CH:11][CH:10]=1)(=[O:4])=[O:3].[OH2:3]. The yield is 0.800. (4) The reactants are [F:1][C:2]1[CH:7]=[CH:6][CH:5]=[C:4]([F:8])[C:3]=1[N:9]1[C:14]2[N:15]=[C:16]([NH:27][CH2:28][CH2:29][NH2:30])[N:17]=[C:18]([C:19]3[CH:24]=[CH:23][C:22]([F:25])=[CH:21][C:20]=3[CH3:26])[C:13]=2[CH:12]=[CH:11][C:10]1=[O:31].[C:32]1([N:38]=[C:39]=[O:40])[CH:37]=[CH:36][CH:35]=[CH:34][CH:33]=1. No catalyst specified. The product is [F:1][C:2]1[CH:7]=[CH:6][CH:5]=[C:4]([F:8])[C:3]=1[N:9]1[C:14]2[N:15]=[C:16]([NH:27][CH2:28][CH2:29][NH:30][C:39]([NH:38][C:32]3[CH:37]=[CH:36][CH:35]=[CH:34][CH:33]=3)=[O:40])[N:17]=[C:18]([C:19]3[CH:24]=[CH:23][C:22]([F:25])=[CH:21][C:20]=3[CH3:26])[C:13]=2[CH:12]=[CH:11][C:10]1=[O:31]. The yield is 0.790. (5) The reactants are [CH3:1][S:2]([C:5]1[CH:6]=[C:7]([CH:11]=[CH:12][CH:13]=1)[C:8]([OH:10])=[O:9])(=[O:4])=[O:3].S(=O)(=O)(O)O.[CH3:19]O. No catalyst specified. The product is [CH3:1][S:2]([C:5]1[CH:6]=[C:7]([CH:11]=[CH:12][CH:13]=1)[C:8]([O:10][CH3:19])=[O:9])(=[O:3])=[O:4]. The yield is 0.810.